Dataset: Full USPTO retrosynthesis dataset with 1.9M reactions from patents (1976-2016). Task: Predict the reactants needed to synthesize the given product. (1) Given the product [BrH:1].[BrH:1].[C:29]([S:30][CH2:2][C:3]1[C:12]2[C:7](=[CH:8][CH:9]=[CH:10][CH:11]=2)[CH:6]=[CH:5][C:4]=1[CH2:13][S:30][C:29](=[NH:28])[NH2:31])(=[NH:31])[NH2:28], predict the reactants needed to synthesize it. The reactants are: [Br:1][CH2:2][C:3]1[C:12]2[C:7](=[CH:8][CH:9]=[CH:10][CH:11]=2)[CH:6]=[CH:5][C:4]=1[CH2:13]Br.ClCC1C(C)=C(CCl)C(C)=CC=1C.[NH2:28][C:29]([NH2:31])=[S:30]. (2) The reactants are: [F:1][C:2]1[CH:7]=[CH:6][C:5]([C:8]2[N:9]([CH3:17])[CH:10]=[C:11]([S:13](Cl)(=[O:15])=[O:14])[N:12]=2)=[CH:4][CH:3]=1.C[C:19]1[CH:24]=[CH:23][C:22]([NH:25][C:26]([NH:28][C:29]2[CH:34]=[CH:33][CH:32]=[CH:31][CH:30]=2)=[O:27])=[C:21](N)[CH:20]=1.[N:36]1C=CC=C[CH:37]=1. Given the product [CH3:37][N:36]([C:19]1[CH:20]=[CH:21][C:22]([NH:25][C:26]([NH:28][C:29]2[CH:30]=[CH:31][CH:32]=[CH:33][CH:34]=2)=[O:27])=[CH:23][CH:24]=1)[S:13]([C:11]1[N:12]=[C:8]([C:5]2[CH:6]=[CH:7][C:2]([F:1])=[CH:3][CH:4]=2)[N:9]([CH3:17])[CH:10]=1)(=[O:15])=[O:14], predict the reactants needed to synthesize it. (3) Given the product [Cl:1][C:2]1[CH:3]=[N:4][CH:5]=[C:6]([Cl:26])[C:7]=1[NH:8][C:9]1[NH:10][C:11]2[C:17]3[CH2:18][C:19]([CH3:21])([CH3:22])[O:20][C:16]=3[C:15]([C:23]([NH:32][CH2:36][CH2:35][CH2:40][CH2:39][CH3:38])=[O:24])=[CH:14][C:12]=2[N:13]=1, predict the reactants needed to synthesize it. The reactants are: [Cl:1][C:2]1[CH:3]=[N:4][CH:5]=[C:6]([Cl:26])[C:7]=1[NH:8][C:9]1[NH:10][C:11]2[C:17]3[CH2:18][C:19]([CH3:22])([CH3:21])[O:20][C:16]=3[C:15]([C:23](O)=[O:24])=[CH:14][C:12]=2[N:13]=1.F[B-](F)(F)F.[N:32]1(OC(N(C)C)=[N+](C)C)[C:36]2C=[CH:38][CH:39]=[CH:40][C:35]=2N=N1.CN1CCOCC1.C(N)CCCC. (4) Given the product [CH:28]1([CH2:31][N:14]([CH2:13][CH2:12][CH2:11][C:5]2[C:4]3[C:8](=[CH:9][CH:10]=[C:2]([F:1])[CH:3]=3)[NH:7][CH:6]=2)[CH:15]2[CH2:24][C:23]3[C:22]([C:25]([NH2:27])=[O:26])=[CH:21][CH:20]=[CH:19][C:18]=3[O:17][CH2:16]2)[CH2:30][CH2:29]1, predict the reactants needed to synthesize it. The reactants are: [F:1][C:2]1[CH:3]=[C:4]2[C:8](=[CH:9][CH:10]=1)[NH:7][CH:6]=[C:5]2[CH2:11][CH2:12][CH2:13][NH:14][CH:15]1[CH2:24][C:23]2[C:22]([C:25]([NH2:27])=[O:26])=[CH:21][CH:20]=[CH:19][C:18]=2[O:17][CH2:16]1.[CH:28]1([CH:31]=O)[CH2:30][CH2:29]1.C(O)(=O)C.C([BH3-])#N.[Na+]. (5) Given the product [CH2:38]([CH:45]1[CH2:46][N:47]([CH:51]2[CH2:52][CH2:53]2)[CH2:48][CH2:49][N:50]1[C:31]([NH:21][CH2:20][CH2:19][CH2:18][CH2:17][N:14]1[CH2:15][CH2:16][N:11]([C:9]2[CH:8]=[C:7]([C:22]([F:24])([F:25])[F:23])[N:6]=[C:5]([C:1]([CH3:4])([CH3:2])[CH3:3])[N:10]=2)[CH2:12][CH2:13]1)=[O:32])[C:39]1[CH:40]=[CH:41][CH:42]=[CH:43][CH:44]=1, predict the reactants needed to synthesize it. The reactants are: [C:1]([C:5]1[N:10]=[C:9]([N:11]2[CH2:16][CH2:15][N:14]([CH2:17][CH2:18][CH2:19][CH2:20][NH2:21])[CH2:13][CH2:12]2)[CH:8]=[C:7]([C:22]([F:25])([F:24])[F:23])[N:6]=1)([CH3:4])([CH3:3])[CH3:2].C1N=CN([C:31](N2C=NC=C2)=[O:32])C=1.[CH2:38]([CH:45]1[NH:50][CH2:49][CH2:48][N:47]([CH:51]2[CH2:53][CH2:52]2)[CH2:46]1)[C:39]1[CH:44]=[CH:43][CH:42]=[CH:41][CH:40]=1. (6) Given the product [CH3:14][C:15]1[CH:21]=[CH:20][C:18]([N:19]([CH2:2][C:3]2[C:12]3[C:7](=[CH:8][CH:9]=[CH:10][CH:11]=3)[NH:6][C:5](=[O:13])[CH:4]=2)[C:27]([C:23]2[O:22][CH:26]=[CH:25][CH:24]=2)=[O:28])=[CH:17][CH:16]=1, predict the reactants needed to synthesize it. The reactants are: Br[CH2:2][C:3]1[C:12]2[C:7](=[CH:8][CH:9]=[CH:10][CH:11]=2)[NH:6][C:5](=[O:13])[CH:4]=1.[CH3:14][C:15]1[CH:21]=[CH:20][C:18]([NH2:19])=[CH:17][CH:16]=1.[O:22]1[CH:26]=[CH:25][CH:24]=[C:23]1[C:27](Cl)=[O:28]. (7) The reactants are: C(OC([N:8]1[CH2:13][CH2:12][N:11]([C:14](=[O:29])[CH2:15][CH:16]([C:23]2[CH:28]=[CH:27][CH:26]=[CH:25][CH:24]=2)[C:17]2[CH:22]=[CH:21][CH:20]=[CH:19][CH:18]=2)[CH2:10][CH2:9]1)=O)(C)(C)C.C(O)(C(F)(F)F)=O. Given the product [C:23]1([CH:16]([C:17]2[CH:22]=[CH:21][CH:20]=[CH:19][CH:18]=2)[CH2:15][C:14]([N:11]2[CH2:10][CH2:9][NH:8][CH2:13][CH2:12]2)=[O:29])[CH:24]=[CH:25][CH:26]=[CH:27][CH:28]=1, predict the reactants needed to synthesize it. (8) Given the product [Cl:1][C:2]1[CH:10]=[CH:9][C:8]([S:11](=[O:15])(=[O:14])[NH:12][CH2:13][CH:22]2[CH2:18][CH2:17]2)=[CH:7][C:3]=1[C:4]([OH:6])=[O:5], predict the reactants needed to synthesize it. The reactants are: [Cl:1][C:2]1[CH:10]=[CH:9][C:8]([S:11](=[O:15])(=[O:14])[NH:12][CH3:13])=[CH:7][C:3]=1[C:4]([OH:6])=[O:5].Cl[C:17]1C=CC(S(O)=O)=[CH:22][C:18]=1C(O)=O.C1(CN)CC1.